Dataset: Forward reaction prediction with 1.9M reactions from USPTO patents (1976-2016). Task: Predict the product of the given reaction. (1) Given the reactants Br[C:2]1[CH:7]=[CH:6][C:5]([CH2:8][N:9]2[C:14](=[O:15])[C:13]([C:16]([NH:18][CH2:19][C:20]([OH:22])=[O:21])=[O:17])=[C:12]([OH:23])[C:11]([CH:24]([CH3:26])[CH3:25])=[N:10]2)=[CH:4][CH:3]=1.[C:27]([C:30]1[CH:35]=[CH:34][C:33](B(O)O)=[CH:32][CH:31]=1)([OH:29])=[O:28].C(=O)([O-])[O-].[K+].[K+].Cl, predict the reaction product. The product is: [C:20]([CH2:19][NH:18][C:16]([C:13]1[C:14](=[O:15])[N:9]([CH2:8][C:5]2[CH:6]=[CH:7][C:2]([C:33]3[CH:34]=[CH:35][C:30]([C:27]([OH:29])=[O:28])=[CH:31][CH:32]=3)=[CH:3][CH:4]=2)[N:10]=[C:11]([CH:24]([CH3:26])[CH3:25])[C:12]=1[OH:23])=[O:17])([OH:22])=[O:21]. (2) Given the reactants [CH2:1]([N:3]([CH2:23][CH3:24])[C:4]1[CH:16]=[CH:15][C:14]2[C:13]3[C:8](=[CH:9][C:10]([N:17]([CH2:20][CH3:21])[CH2:18][CH3:19])=[CH:11][CH:12]=3)[C:7](=O)[C:6]=2[CH:5]=1)[CH3:2].O.[NH2:26][NH2:27], predict the reaction product. The product is: [CH2:1]([N:3]([CH2:23][CH3:24])[C:4]1[CH:16]=[CH:15][C:14]2[C:13]3[C:8](=[CH:9][C:10]([N:17]([CH2:20][CH3:21])[CH2:18][CH3:19])=[CH:11][CH:12]=3)[C:7](=[N:26][NH2:27])[C:6]=2[CH:5]=1)[CH3:2]. (3) Given the reactants [NH2:1][C:2]1[CH:10]=[CH:9][C:8]([N+:11]([O-:13])=[O:12])=[CH:7][C:3]=1[C:4]([OH:6])=[O:5].CCN(CC)CC.[N:21]1[CH:26]=[CH:25][N:24]=[CH:23][C:22]=1[C:27](Cl)=[O:28], predict the reaction product. The product is: [N+:11]([C:8]1[CH:9]=[CH:10][C:2]([NH:1][C:27]([C:22]2[CH:23]=[N:24][CH:25]=[CH:26][N:21]=2)=[O:28])=[C:3]([CH:7]=1)[C:4]([OH:6])=[O:5])([O-:13])=[O:12]. (4) Given the reactants C([O-])(=O)C.[K+].Br[C:7]1[CH:20]=[CH:19][CH:18]=[C:17]2[C:8]=1[O:9][C:10]1[CH:11]=[CH:12][C:13]([N+:21]([O-:23])=[O:22])=[CH:14][C:15]=1[CH2:16]2.Cl[C:25]1[CH:30]=[C:29]([N:31]2[CH2:36][CH2:35][O:34][CH2:33][CH2:32]2)[CH:28]=[C:27]([O:37][CH2:38][C:39]2[CH:44]=[CH:43][C:42]([O:45][CH3:46])=[CH:41][CH:40]=2)[N:26]=1.C(=O)([O-])[O-].[K+].[K+].C1(P(C2CCCCC2)C2C=CC=CC=2C2C(C(C)C)=CC(C(C)C)=CC=2C(C)C)CCCCC1, predict the reaction product. The product is: [CH3:46][O:45][C:42]1[CH:41]=[CH:40][C:39]([CH2:38][O:37][C:27]2[CH:28]=[C:29]([N:31]3[CH2:32][CH2:33][O:34][CH2:35][CH2:36]3)[CH:30]=[C:25]([C:7]3[C:8]4[O:9][C:10]5[C:15](=[CH:14][C:13]([N+:21]([O-:23])=[O:22])=[CH:12][CH:11]=5)[CH2:16][C:17]=4[CH:18]=[CH:19][CH:20]=3)[N:26]=2)=[CH:44][CH:43]=1. (5) Given the reactants [N+]([C:4]1[CH:5]=[C:6]([C:12]#[N:13])[C:7](=[CH:10][CH:11]=1)[C:8]#[N:9])([O-])=O.[CH3:14][C:15]1[CH:20]=[CH:19][CH:18]=[C:17]([CH3:21])[C:16]=1[OH:22].C([O-])([O-])=O.[K+].[K+].CN(C=O)C, predict the reaction product. The product is: [CH3:14][C:15]1[CH:20]=[CH:19][CH:18]=[C:17]([CH3:21])[C:16]=1[O:22][C:4]1[CH:5]=[C:6]([C:12]#[N:13])[C:7](=[CH:10][CH:11]=1)[C:8]#[N:9]. (6) Given the reactants [H-].[Na+].[Cl:3][C:4]1[N:9]=[N:8][C:7]2[NH:10][CH:11]=[CH:12][C:6]=2[CH:5]=1.[CH:13]([Si:16](Cl)([CH:20]([CH3:22])[CH3:21])[CH:17]([CH3:19])[CH3:18])([CH3:15])[CH3:14], predict the reaction product. The product is: [Cl:3][C:4]1[N:9]=[N:8][C:7]2[N:10]([Si:16]([CH:20]([CH3:22])[CH3:21])([CH:17]([CH3:19])[CH3:18])[CH:13]([CH3:15])[CH3:14])[CH:11]=[CH:12][C:6]=2[CH:5]=1. (7) Given the reactants [Cl:1][C:2]1[CH:3]=[C:4]([C:13]2[O:14][C:15]3[CH2:25][C:20]4(OCC[O:21]4)[CH2:19][CH2:18][C:16]=3[N:17]=2)[CH:5]=[CH:6][C:7]=1[O:8][CH2:9][CH:10]1[CH2:12][CH2:11]1.C1COCC1.Cl.C(=O)([O-])O.[Na+], predict the reaction product. The product is: [Cl:1][C:2]1[CH:3]=[C:4]([C:13]2[O:14][C:15]3[CH2:25][CH:20]([OH:21])[CH2:19][CH2:18][C:16]=3[N:17]=2)[CH:5]=[CH:6][C:7]=1[O:8][CH2:9][CH:10]1[CH2:11][CH2:12]1.